Predict the product of the given reaction. From a dataset of Forward reaction prediction with 1.9M reactions from USPTO patents (1976-2016). (1) Given the reactants [Br-].[CH3:2][C:3]1[CH:29]=[CH:28][C:6]([CH2:7][CH2:8][P+](C2C=CC=CC=2)(C2C=CC=CC=2)C2C=CC=CC=2)=[CH:5][CH:4]=1.[Li]CCCC.[CH:35](=O)[CH2:36][CH2:37]/[CH:38]=[CH:39]/[CH2:40][CH2:41][CH2:42][CH2:43][CH3:44], predict the reaction product. The product is: [CH2:7]([C:6]1[CH:5]=[CH:4][C:3]([CH3:2])=[CH:29][CH:28]=1)[CH:8]=[CH:35][CH2:36][CH2:37]/[CH:38]=[CH:39]/[CH2:40][CH2:41][CH2:42][CH2:43][CH3:44]. (2) Given the reactants [CH2:1]([N:8]1[CH:12]=[C:11]([N+:13]([O-:15])=[O:14])[C:10]([C:16](OC)=[O:17])=[N:9]1)[C:2]1[CH:7]=[CH:6][CH:5]=[CH:4][CH:3]=1.C(N(CC)CC)C.ClC(OCC)=O.[BH4-].[Na+], predict the reaction product. The product is: [CH2:1]([N:8]1[CH:12]=[C:11]([N+:13]([O-:15])=[O:14])[C:10]([CH2:16][OH:17])=[N:9]1)[C:2]1[CH:7]=[CH:6][CH:5]=[CH:4][CH:3]=1. (3) Given the reactants FC(F)(F)C(O)=O.[Br:8][C:9]1[CH:27]=[CH:26][C:25]([O:28][Si:29]([C:42]([CH3:45])([CH3:44])[CH3:43])([C:36]2[CH:41]=[CH:40][CH:39]=[CH:38][CH:37]=2)[C:30]2[CH:35]=[CH:34][CH:33]=[CH:32][CH:31]=2)=[CH:24][C:10]=1[CH2:11][NH:12][C:13](=[O:23])[CH2:14][NH:15]C(OC(C)(C)C)=O, predict the reaction product. The product is: [Br:8][C:9]1[CH:27]=[CH:26][C:25]([O:28][Si:29]([C:42]([CH3:45])([CH3:44])[CH3:43])([C:36]2[CH:41]=[CH:40][CH:39]=[CH:38][CH:37]=2)[C:30]2[CH:35]=[CH:34][CH:33]=[CH:32][CH:31]=2)=[CH:24][C:10]=1[CH2:11][NH:12][C:13](=[O:23])[CH2:14][NH2:15]. (4) The product is: [CH3:40][O:41][C:42]1[CH:49]=[CH:48][C:45]([CH2:46][N:8]2[C:7]3[C:9]4[C:14]([CH:15]=[CH:16][C:6]=3[C:5]([C:17]3[CH:18]=[CH:19][C:20]([NH:23][C:24](=[O:33])[CH2:25][CH2:26][C:27]5[CH:32]=[CH:31][CH:30]=[CH:29][N:28]=5)=[CH:21][CH:22]=3)=[N:4][CH2:3][C:2]2=[O:1])=[CH:13][CH:12]=[CH:11][CH:10]=4)=[CH:44][CH:43]=1. Given the reactants [O:1]=[C:2]1[NH:8][C:7]2[C:9]3[C:14]([CH:15]=[CH:16][C:6]=2[C:5]([C:17]2[CH:22]=[CH:21][C:20]([NH:23][C:24](=[O:33])[CH2:25][CH2:26][C:27]4[CH:32]=[CH:31][CH:30]=[CH:29][N:28]=4)=[CH:19][CH:18]=2)=[N:4][CH2:3]1)=[CH:13][CH:12]=[CH:11][CH:10]=3.C(=O)([O-])[O-].[K+].[K+].[CH3:40][O:41][C:42]1[CH:49]=[CH:48][C:45]([CH2:46]Cl)=[CH:44][CH:43]=1.O, predict the reaction product.